Dataset: Peptide-MHC class II binding affinity with 134,281 pairs from IEDB. Task: Regression. Given a peptide amino acid sequence and an MHC pseudo amino acid sequence, predict their binding affinity value. This is MHC class II binding data. (1) The peptide sequence is IVQINGRHFDLRAQG. The MHC is DRB1_1501 with pseudo-sequence DRB1_1501. The binding affinity (normalized) is 0.548. (2) The peptide sequence is YEYKVQQAMSNLVLG. The MHC is DRB1_0901 with pseudo-sequence DRB1_0901. The binding affinity (normalized) is 0.925. (3) The peptide sequence is SLWAPFGVLREIKAE. The MHC is DRB1_0101 with pseudo-sequence DRB1_0101. The binding affinity (normalized) is 0.650. (4) The peptide sequence is GRYKDEKDVTDITVK. The MHC is DRB1_0802 with pseudo-sequence DRB1_0802. The binding affinity (normalized) is 0. (5) The peptide sequence is MNVSIPHSFTMTLK. The MHC is DRB1_1302 with pseudo-sequence DRB1_1302. The binding affinity (normalized) is 0.269. (6) The peptide sequence is LQFAKLTGFTLMGKG. The MHC is HLA-DQA10501-DQB10201 with pseudo-sequence HLA-DQA10501-DQB10201. The binding affinity (normalized) is 0.